The task is: Regression. Given a peptide amino acid sequence and an MHC pseudo amino acid sequence, predict their binding affinity value. This is MHC class I binding data.. This data is from Peptide-MHC class I binding affinity with 185,985 pairs from IEDB/IMGT. (1) The peptide sequence is PSAEDNYLAK. The MHC is HLA-A31:01 with pseudo-sequence HLA-A31:01. The binding affinity (normalized) is 0.0833. (2) The peptide sequence is HPVLVTATL. The MHC is HLA-B27:05 with pseudo-sequence HLA-B27:05. The binding affinity (normalized) is 0.213. (3) The peptide sequence is GLLDSIKMI. The MHC is HLA-A02:02 with pseudo-sequence HLA-A02:02. The binding affinity (normalized) is 0.595. (4) The peptide sequence is GEGSGARLL. The MHC is HLA-A69:01 with pseudo-sequence HLA-A69:01. The binding affinity (normalized) is 0.0847. (5) The peptide sequence is SMFITAATI. The MHC is HLA-A02:03 with pseudo-sequence HLA-A02:03. The binding affinity (normalized) is 0.387.